Dataset: Full USPTO retrosynthesis dataset with 1.9M reactions from patents (1976-2016). Task: Predict the reactants needed to synthesize the given product. (1) Given the product [CH2:17]([O:24][C:25](=[O:37])[NH:26][C:27]([CH3:32])([C:33]1[N:36]=[C:1]([CH3:2])[O:35][N:34]=1)[CH2:28][CH:29]1[CH2:31][CH2:30]1)[C:18]1[CH:19]=[CH:20][CH:21]=[CH:22][CH:23]=1, predict the reactants needed to synthesize it. The reactants are: [C:1](O)(=O)[CH3:2].C(N1C=CN=C1)(N1C=CN=C1)=O.[CH2:17]([O:24][C:25](=[O:37])[NH:26][C:27]([C:33](=[NH:36])[NH:34][OH:35])([CH3:32])[CH2:28][CH:29]1[CH2:31][CH2:30]1)[C:18]1[CH:23]=[CH:22][CH:21]=[CH:20][CH:19]=1. (2) The reactants are: [NH2:1][C:2]1[CH:7]=[CH:6][C:5]([C:8](=O)[CH3:9])=[CH:4][CH:3]=1.[C:11]([O:16][CH3:17])(=[O:15])[C:12]([CH3:14])=O.C1(C)C=CC(S(O)(=O)=O)=CC=1.[H][H]. Given the product [CH3:17][O:16][C:11](=[O:15])[C@H:12]([CH3:14])[NH:1][C:2]1[CH:7]=[CH:6][C:5]([CH2:8][CH3:9])=[CH:4][CH:3]=1, predict the reactants needed to synthesize it. (3) Given the product [ClH:9].[O:1]([C:3]1[CH:8]=[CH:7][C:6]([Cl:9])=[CH:5][C:4]=1[NH:10][C:11]([NH:13][C:14]1[CH:22]=[CH:21][CH:20]=[C:19]2[C:15]=1[CH2:16][CH2:17][N:18]2[CH2:23][C:24]1[CH:29]=[CH:28][N:27]=[C:26]2[NH:30][CH:31]=[CH:32][C:25]=12)=[O:12])[CH3:2], predict the reactants needed to synthesize it. The reactants are: [O:1]([C:3]1[CH:8]=[CH:7][C:6]([Cl:9])=[CH:5][C:4]=1[NH:10][C:11]([NH:13][C:14]1[CH:22]=[CH:21][CH:20]=[C:19]2[C:15]=1[CH2:16][CH2:17][N:18]2[CH2:23][C:24]1[CH:29]=[CH:28][N:27]=[C:26]2[N:30](C(OC(C)(C)C)=O)[CH:31]=[CH:32][C:25]=12)=[O:12])[CH3:2].Cl.